From a dataset of Reaction yield outcomes from USPTO patents with 853,638 reactions. Predict the reaction yield, written as a fraction of the theoretical maximum amount of product (1.0 means a 100% yield; for example, 0.34 means a 34% yield). (1) The reactants are [Cl:1][C:2]1[CH:8]=[CH:7][C:5]([NH2:6])=[CH:4][C:3]=1[C:9]1[CH:10]=[N:11][CH:12]=[CH:13][CH:14]=1.C(N(CC)CC)C.Cl[C:23]([O:25][C:26]1[CH:31]=[CH:30][CH:29]=[CH:28][CH:27]=1)=[O:24]. The catalyst is C(O)(C)C. The product is [Cl:1][C:2]1[CH:8]=[CH:7][C:5]([NH:6][C:23](=[O:24])[O:25][C:26]2[CH:31]=[CH:30][CH:29]=[CH:28][CH:27]=2)=[CH:4][C:3]=1[C:9]1[CH:10]=[N:11][CH:12]=[CH:13][CH:14]=1. The yield is 0.950. (2) The reactants are [NH2:1][C:2]1[CH:7]=[CH:6][C:5]([Br:8])=[CH:4][N:3]=1.C([O:12]/[C:13](/[C:23](OC)=[O:24])=[C:14](/OC(=O)C)\[C:15]([O:17][CH3:18])=[O:16])(=O)C. The catalyst is C(O)(=O)C.CO. The product is [CH3:18][O:17][C:15]([C:14]1[N:1]=[C:2]2[CH:7]=[CH:6][C:5]([Br:8])=[CH:4][N:3]2[C:23](=[O:24])[C:13]=1[OH:12])=[O:16]. The yield is 0.0200. (3) The reactants are [CH2:1]([NH:4][C:5]1[N:6]=[C:7](Cl)[C:8]2[CH:13]=[CH:12][N:11]([CH3:14])[C:9]=2[N:10]=1)[CH2:2][CH3:3].C(=O)([O-])[O-].[K+].[K+].[CH3:22][CH:23]([NH2:25])[CH3:24].O. The catalyst is C(O)CCC. The product is [CH2:1]([NH:4][C:5]1[N:6]=[C:7]([NH:25][CH:23]([CH3:24])[CH3:22])[C:8]2[CH:13]=[CH:12][N:11]([CH3:14])[C:9]=2[N:10]=1)[CH2:2][CH3:3]. The yield is 0.750. (4) The yield is 0.340. The catalyst is C1COCC1.CCOC(C)=O. The reactants are [Br:1][C:2]1[CH:16]=[C:15](/[CH:17]=[CH:18]/[CH:19]([C:24]2[CH:29]=[C:28]([Cl:30])[C:27]([Cl:31])=[C:26]([Cl:32])[CH:25]=2)[C:20]([F:23])([F:22])[F:21])[CH:14]=[CH:13][C:3]=1[C:4]([NH:6][CH:7]1[CH2:12][CH2:11][NH:10][CH2:9][CH2:8]1)=[O:5].Cl[CH2:34][CH2:35][OH:36]. The product is [Br:1][C:2]1[CH:16]=[C:15](/[CH:17]=[CH:18]/[CH:19]([C:24]2[CH:25]=[C:26]([Cl:32])[C:27]([Cl:31])=[C:28]([Cl:30])[CH:29]=2)[C:20]([F:23])([F:21])[F:22])[CH:14]=[CH:13][C:3]=1[C:4]([NH:6][CH:7]1[CH2:12][CH2:11][N:10]([CH2:34][CH2:35][OH:36])[CH2:9][CH2:8]1)=[O:5]. (5) The reactants are [Cl:1][C:2]1[C:3]([F:22])=[C:4]([NH:8][C:9]2[C:18]3[C:13](=[CH:14][C:15]([OH:21])=[C:16]([O:19][CH3:20])[CH:17]=3)[N:12]=[CH:11][N:10]=2)[CH:5]=[CH:6][CH:7]=1.[F-].[Cs+].CS(O[CH:30]1[CH2:35][CH2:34][N:33]([C:36]([O:38][C:39]([CH3:42])([CH3:41])[CH3:40])=[O:37])[CH2:32][CH2:31]1)(=O)=O. The catalyst is CC(N(C)C)=O. The product is [Cl:1][C:2]1[C:3]([F:22])=[C:4]([NH:8][C:9]2[C:18]3[C:13](=[CH:14][C:15]([O:21][CH:30]4[CH2:35][CH2:34][N:33]([C:36]([O:38][C:39]([CH3:42])([CH3:41])[CH3:40])=[O:37])[CH2:32][CH2:31]4)=[C:16]([O:19][CH3:20])[CH:17]=3)[N:12]=[CH:11][N:10]=2)[CH:5]=[CH:6][CH:7]=1. The yield is 0.960.